This data is from Peptide-MHC class I binding affinity with 185,985 pairs from IEDB/IMGT. The task is: Regression. Given a peptide amino acid sequence and an MHC pseudo amino acid sequence, predict their binding affinity value. This is MHC class I binding data. (1) The peptide sequence is LSYVIGLL. The MHC is H-2-Kb with pseudo-sequence H-2-Kb. The binding affinity (normalized) is 0.712. (2) The peptide sequence is PACVYGLA. The MHC is HLA-A02:03 with pseudo-sequence HLA-A02:03. The binding affinity (normalized) is 0. (3) The peptide sequence is YDAPGWLIW. The MHC is HLA-B53:01 with pseudo-sequence HLA-B53:01. The binding affinity (normalized) is 0.385. (4) The peptide sequence is NIILSKIPY. The MHC is HLA-A68:01 with pseudo-sequence HLA-A68:01. The binding affinity (normalized) is 0.345. (5) The peptide sequence is NYPASLHKF. The MHC is HLA-B15:01 with pseudo-sequence HLA-B15:01. The binding affinity (normalized) is 0.0847. (6) The peptide sequence is ELTTVFIKYV. The MHC is HLA-A02:03 with pseudo-sequence HLA-A02:03. The binding affinity (normalized) is 0.392. (7) The peptide sequence is MPDTLFEGV. The MHC is HLA-A80:01 with pseudo-sequence HLA-A80:01. The binding affinity (normalized) is 0.0847. (8) The peptide sequence is YLYQPCDLL. The MHC is BoLA-HD6 with pseudo-sequence BoLA-HD6. The binding affinity (normalized) is 0.797.